Binary Classification. Given a drug SMILES string, predict its activity (active/inactive) in a high-throughput screening assay against a specified biological target. From a dataset of In vitro SARS-CoV-2 activity screen of 1,480 approved drugs from Prestwick library. (1) The drug is CN(C)CC/C=C1/c2ccccc2Sc2ccc(Cl)cc21.Cl. The result is 0 (inactive). (2) The molecule is CCOCC(O)COc1ccc(NC(=O)CC[S+](C)C)cc1.Cc1ccc(S(=O)(=O)[O-])cc1. The result is 0 (inactive). (3) The drug is C[C@H](Cc1cc2c(c(C(N)=O)c1)N(CCCO)CC2)NCCOc1ccccc1OCC(F)(F)F. The result is 0 (inactive). (4) The molecule is COc1ccc(-c2cc(=O)c3c(O)cc(O[C@@H]4O[C@H](CO[C@@H]5O[C@@H](C)[C@H](O)[C@@H](O)[C@H]5O)[C@@H](O)[C@H](O)[C@H]4O)cc3o2)cc1O. The result is 0 (inactive). (5) The drug is Cc1c(C)c2c(c(C)c1O)CCC(C)(COc1ccc(CC3SC(=O)NC3=O)cc1)O2. The result is 0 (inactive).